Task: Predict which catalyst facilitates the given reaction.. Dataset: Catalyst prediction with 721,799 reactions and 888 catalyst types from USPTO (1) Reactant: C(OC([C@@H:8]([NH:12][C:13]([O:15][CH2:16][CH2:17][CH2:18][CH2:19][C:20]([N:22]1[CH2:31][CH2:30][C:29]2[C:24](=[C:25]([O:32][C@H:33]3[CH2:37][N:36]([C:38]([O:40]C(C)(C)C)=O)[C@H:35]([C:45]([O:47][CH3:48])=[O:46])[CH2:34]3)[CH:26]=[CH:27][CH:28]=2)[CH2:23]1)=[O:21])=[O:14])[CH:9]([CH3:11])[CH3:10])=O)(C)(C)C.C(Cl)CCl.C1C=CC2N(O)N=NC=2C=1. Product: [CH:9]([C@@H:8]1[NH:12][C:13](=[O:14])[O:15][CH2:16][CH2:17][CH2:18][CH2:19][C:20](=[O:21])[N:22]2[CH2:31][CH2:30][C:29]3[CH:28]=[CH:27][CH:26]=[C:25]([C:24]=3[CH2:23]2)[O:32][C@H:33]2[CH2:37][N:36]([C@H:35]([C:45]([O:47][CH3:48])=[O:46])[CH2:34]2)[C:38]1=[O:40])([CH3:11])[CH3:10]. The catalyst class is: 2. (2) Reactant: [Cl:1][C:2]1[CH:10]=[C:9]2[C:5]([C:6](=[O:20])[C:7](=[O:19])[N:8]2[CH:11]([CH2:15][CH:16]([CH3:18])[CH3:17])[C:12]([OH:14])=O)=[CH:4][CH:3]=1.[CH3:21][N:22]1[CH:26]=[CH:25][C:24]([NH2:27])=[N:23]1.C(N(CC)C(C)C)(C)C.F[P-](F)(F)(F)(F)F.N1(O[P+](N(C)C)(N(C)C)N(C)C)C2C=CC=CC=2N=N1. Product: [CH3:21][N:22]1[CH:26]=[CH:25][C:24]([NH:27][C:12](=[O:14])[CH:11]([N:8]2[C:9]3[C:5](=[CH:4][CH:3]=[C:2]([Cl:1])[CH:10]=3)[C:6](=[O:20])[C:7]2=[O:19])[CH2:15][CH:16]([CH3:18])[CH3:17])=[N:23]1. The catalyst class is: 42. (3) Reactant: [OH:1][C@H:2]1[CH2:15][C@H:14]2[C@@H:5]([C@@H:6]3[C@@H:11]([CH2:12][CH2:13]2)[CH2:10][C@@:9]2([CH3:20])[CH2:16][C:17](=[O:19])[CH2:18][C@@H:8]2[CH2:7]3)[CH2:4][CH2:3]1.[I-].[CH3:22][S+](C)C.CC(C)([O-])C.[K+].O. Product: [CH3:20][C@:9]12[C@@:16]3([CH2:17][O:19]3)[CH2:22][CH2:18][C@@H:8]1[CH2:7][C@H:6]1[C@@H:11]([CH2:12][CH2:13][C@@H:14]3[C@@H:5]1[CH2:4][CH2:3][C@@H:2]([OH:1])[CH2:15]3)[CH2:10]2. The catalyst class is: 16. (4) Reactant: [Cl:1][C:2]1[CH:7]=[C:6]([F:8])[CH:5]=[CH:4][C:3]=1[OH:9].C([O-])([O-])=O.[K+].[K+].CC#N.Br[CH2:20][F:21]. Product: [Cl:1][C:2]1[CH:7]=[C:6]([F:8])[CH:5]=[CH:4][C:3]=1[O:9][CH2:20][F:21]. The catalyst class is: 27. (5) Product: [Br:11][C:6]1[C:7](=[O:8])[N:2]([CH3:1])[C:3]([S:9][CH3:10])=[N:4][CH:5]=1. The catalyst class is: 22. Reactant: [CH3:1][N:2]1[C:7](=[O:8])[CH:6]=[CH:5][N:4]=[C:3]1[S:9][CH3:10].[Br:11]Br.